Dataset: Reaction yield outcomes from USPTO patents with 853,638 reactions. Task: Predict the reaction yield, written as a fraction of the theoretical maximum amount of product (1.0 means a 100% yield; for example, 0.34 means a 34% yield). (1) The catalyst is CCO.[Pd]. The product is [NH2:1][C:4]1[CH:12]=[C:11]2[C:7]([C:8]([C:13]#[N:14])=[CH:9][NH:10]2)=[CH:6][CH:5]=1. The yield is 0.990. The reactants are [N+:1]([C:4]1[CH:12]=[C:11]2[C:7]([C:8]([C:13]#[N:14])=[CH:9][NH:10]2)=[CH:6][CH:5]=1)([O-])=O. (2) The reactants are [H-].[Na+].[CH3:3]N(C=O)C.[F:8][C:9]([F:39])([F:38])[C:10]1[CH:11]=[C:12]([NH:16][CH2:17][C:18]2[S:19][C:20]3[C:26]([C:27]4[CH:28]=[C:29]([CH:35]=[CH:36][CH:37]=4)[C:30]([O:32][CH2:33][CH3:34])=[O:31])=[CH:25][CH:24]=[CH:23][C:21]=3[CH:22]=2)[CH:13]=[CH:14][CH:15]=1.IC. The catalyst is O. The product is [CH3:3][N:16]([CH2:17][C:18]1[S:19][C:20]2[C:26]([C:27]3[CH:28]=[C:29]([CH:35]=[CH:36][CH:37]=3)[C:30]([O:32][CH2:33][CH3:34])=[O:31])=[CH:25][CH:24]=[CH:23][C:21]=2[CH:22]=1)[C:12]1[CH:13]=[CH:14][CH:15]=[C:10]([C:9]([F:38])([F:8])[F:39])[CH:11]=1. The yield is 0.0300. (3) The reactants are C1(O)C=CC=CC=1.[CH2:8]([C:15]1[O:16][C:17]2[CH:30]=[CH:29][CH:28]=[CH:27][C:18]=2[C:19]=1[C:20]1[CH:25]=[CH:24][C:23]([OH:26])=[CH:22][CH:21]=1)[C:9]1[CH:14]=[CH:13][CH:12]=[CH:11][CH:10]=1.C(N(CC)CC)C.C1C=CC(N([S:45]([C:48]([F:51])([F:50])[F:49])(=[O:47])=[O:46])[S:45]([C:48]([F:51])([F:50])[F:49])(=[O:47])=[O:46])=CC=1. The catalyst is C(Cl)Cl.O. The product is [CH2:8]([C:15]1[O:16][C:17]2[CH:30]=[CH:29][CH:28]=[CH:27][C:18]=2[C:19]=1[C:20]1[CH:25]=[CH:24][C:23]([O:26][S:45]([C:48]([F:51])([F:50])[F:49])(=[O:47])=[O:46])=[CH:22][CH:21]=1)[C:9]1[CH:10]=[CH:11][CH:12]=[CH:13][CH:14]=1. The yield is 0.900. (4) The reactants are [CH2:1]([S:3][C:4]1[C:9]([C:10](N(OC)C)=[O:11])=[CH:8][CH:7]=[C:6]([C:16]([F:19])([F:18])[F:17])[N:5]=1)[CH3:2].[CH3:20][Mg+].[Br-].O. The catalyst is C1COCC1. The product is [CH2:1]([S:3][C:4]1[C:9]([C:10](=[O:11])[CH3:20])=[CH:8][CH:7]=[C:6]([C:16]([F:19])([F:18])[F:17])[N:5]=1)[CH3:2]. The yield is 0.830. (5) The reactants are Cl.[CH3:2][O:3][C:4]1[CH:9]=[CH:8][C:7]([NH:10][NH2:11])=[CH:6][CH:5]=1.C(N(CC)CC)C.[C:19]([CH2:25][C:26]#[N:27])(=O)[C:20]([CH3:23])([CH3:22])[CH3:21]. The catalyst is C1(C)C=CC=CC=1. The product is [C:20]([C:19]1[CH:25]=[C:26]([NH2:27])[N:10]([C:7]2[CH:8]=[CH:9][C:4]([O:3][CH3:2])=[CH:5][CH:6]=2)[N:11]=1)([CH3:23])([CH3:22])[CH3:21]. The yield is 0.700. (6) The catalyst is O1CCOCC1. The reactants are [NH2:1][CH:2]([CH2:6][CH2:7][CH2:8][CH2:9][CH2:10][CH3:11])[C:3]([OH:5])=[O:4].[OH-].[Na+].[C:14](O[C:14]([O:16][C:17]([CH3:20])([CH3:19])[CH3:18])=[O:15])([O:16][C:17]([CH3:20])([CH3:19])[CH3:18])=[O:15]. The product is [C:17]([O:16][C:14]([NH:1][CH:2]([CH2:6][CH2:7][CH2:8][CH2:9][CH2:10][CH3:11])[C:3]([OH:5])=[O:4])=[O:15])([CH3:20])([CH3:19])[CH3:18]. The yield is 0.830.